Dataset: NCI-60 drug combinations with 297,098 pairs across 59 cell lines. Task: Regression. Given two drug SMILES strings and cell line genomic features, predict the synergy score measuring deviation from expected non-interaction effect. Drug 1: CN1C(=O)N2C=NC(=C2N=N1)C(=O)N. Drug 2: C1=CN(C=N1)CC(O)(P(=O)(O)O)P(=O)(O)O. Cell line: M14. Synergy scores: CSS=-6.00, Synergy_ZIP=1.24, Synergy_Bliss=-1.47, Synergy_Loewe=-3.78, Synergy_HSA=-3.39.